From a dataset of Catalyst prediction with 721,799 reactions and 888 catalyst types from USPTO. Predict which catalyst facilitates the given reaction. (1) Reactant: [S:1]1[CH:5]=[CH:4][CH:3]=[C:2]1[C:6]([OH:8])=O.CCN(C(C)C)C(C)C.F[P-](F)(F)(F)(F)F.N1(OC(N(C)C)=[N+](C)C)C2N=CC=CC=2N=N1.[CH3:42][O:43][C:44]1[CH:45]=[C:46]([NH:50][C:51]2[CH:56]=[C:55]([N:57]([CH3:59])[CH3:58])[N:54]=[C:53]([N:60]3[CH2:65][CH2:64][NH:63][CH2:62][CH2:61]3)[N:52]=2)[CH:47]=[CH:48][CH:49]=1.C([O-])(O)=O.[Na+]. Product: [CH3:42][O:43][C:44]1[CH:45]=[C:46]([NH:50][C:51]2[CH:56]=[C:55]([N:57]([CH3:59])[CH3:58])[N:54]=[C:53]([N:60]3[CH2:65][CH2:64][N:63]([C:6]([C:2]4[S:1][CH:5]=[CH:4][CH:3]=4)=[O:8])[CH2:62][CH2:61]3)[N:52]=2)[CH:47]=[CH:48][CH:49]=1. The catalyst class is: 3. (2) Reactant: Br[C:2]1[C:3]([CH:17]2[CH2:19][CH2:18]2)=[N:4][N:5]([S:7]([C:10]2[CH:15]=[CH:14][C:13]([CH3:16])=[CH:12][CH:11]=2)(=[O:9])=[O:8])[CH:6]=1.[B:20]1([B:20]2[O:24][C:23]([CH3:26])([CH3:25])[C:22]([CH3:28])([CH3:27])[O:21]2)[O:24][C:23]([CH3:26])([CH3:25])[C:22]([CH3:28])([CH3:27])[O:21]1.C([O-])(=O)C.[K+]. Product: [CH:17]1([C:3]2[C:2]([B:20]3[O:24][C:23]([CH3:26])([CH3:25])[C:22]([CH3:28])([CH3:27])[O:21]3)=[CH:6][N:5]([S:7]([C:10]3[CH:15]=[CH:14][C:13]([CH3:16])=[CH:12][CH:11]=3)(=[O:9])=[O:8])[N:4]=2)[CH2:19][CH2:18]1. The catalyst class is: 155.